From a dataset of Forward reaction prediction with 1.9M reactions from USPTO patents (1976-2016). Predict the product of the given reaction. (1) The product is: [Cl:16][C:5]1[C:6]([C:8]2[C:13]([CH3:14])=[CH:12][C:11]([CH3:15])=[CH:10][N:9]=2)=[CH:7][C:2]([N:31]2[CH2:30][CH2:29][C:27]3[N:28]=[C:23]([NH:22][CH:19]4[CH2:20][CH2:21]4)[N:24]=[CH:25][C:26]=3[CH2:32]2)=[N:3][CH:4]=1. Given the reactants Cl[C:2]1[CH:7]=[C:6]([C:8]2[C:13]([CH3:14])=[CH:12][C:11]([CH3:15])=[CH:10][N:9]=2)[C:5]([Cl:16])=[CH:4][N:3]=1.[F-].[Cs+].[CH:19]1([NH:22][C:23]2[N:24]=[CH:25][C:26]3[CH2:32][NH:31][CH2:30][CH2:29][C:27]=3[N:28]=2)[CH2:21][CH2:20]1.C(OCC)(=O)C, predict the reaction product. (2) Given the reactants [CH3:1][C:2]1[N:11]=[C:10]([C:12]([F:15])([F:14])[F:13])[CH:9]=[CH:8][C:3]=1[C:4]([O:6]C)=[O:5].O.[OH-].[Li+].Cl, predict the reaction product. The product is: [CH3:1][C:2]1[N:11]=[C:10]([C:12]([F:15])([F:13])[F:14])[CH:9]=[CH:8][C:3]=1[C:4]([OH:6])=[O:5]. (3) The product is: [Br:1][C:2]1[CH:10]=[CH:9][C:5]([C:6]([NH:20][C:18]2[CH:17]=[CH:16][N:15]=[C:14]([O:13][CH3:12])[CH:19]=2)=[O:7])=[C:4]([F:11])[CH:3]=1. Given the reactants [Br:1][C:2]1[CH:10]=[CH:9][C:5]([C:6](Cl)=[O:7])=[C:4]([F:11])[CH:3]=1.[CH3:12][O:13][C:14]1[CH:19]=[C:18]([NH2:20])[CH:17]=[CH:16][N:15]=1.N1C=CC=CC=1.Cl, predict the reaction product. (4) The product is: [F:16][C:5]1[C:6]([NH:8][C:9]2[CH:14]=[CH:13][CH:12]=[C:11]([OH:15])[CH:10]=2)=[N:7][C:2]([NH:24][C:23]2[CH:25]=[C:26]([C:28]([F:29])([F:30])[F:31])[CH:27]=[C:21]([C:19]([O:18][CH3:17])=[O:20])[CH:22]=2)=[N:3][CH:4]=1. Given the reactants Cl[C:2]1[N:7]=[C:6]([NH:8][C:9]2[CH:14]=[CH:13][CH:12]=[C:11]([OH:15])[CH:10]=2)[C:5]([F:16])=[CH:4][N:3]=1.[CH3:17][O:18][C:19]([C:21]1[CH:22]=[C:23]([CH:25]=[C:26]([C:28]([F:31])([F:30])[F:29])[CH:27]=1)[NH2:24])=[O:20], predict the reaction product. (5) Given the reactants [NH2:1][C:2]1[CH:3]=[C:4]([OH:8])[CH:5]=[CH:6][CH:7]=1.CO[CH:11]1[CH2:15][CH2:14]O[C:12]1([O:18]C)C=O.[CH3:20]CCCCC.CCOC(C)=O, predict the reaction product. The product is: [OH:8][C:4]1[CH:3]=[C:2]([N:1]2[CH:14]=[CH:15][C:11]([CH:12]=[O:18])=[CH:20]2)[CH:7]=[CH:6][CH:5]=1. (6) Given the reactants [Br:1][C:2]1[C:7]([CH3:8])=[CH:6][C:5]([OH:9])=[CH:4][C:3]=1[CH3:10].[Si:11]([O:18][CH2:19][CH2:20][CH2:21]Br)([C:14]([CH3:17])([CH3:16])[CH3:15])([CH3:13])[CH3:12], predict the reaction product. The product is: [Br:1][C:2]1[C:7]([CH3:8])=[CH:6][C:5]([O:9][CH2:21][CH2:20][CH2:19][O:18][Si:11]([C:14]([CH3:15])([CH3:17])[CH3:16])([CH3:12])[CH3:13])=[CH:4][C:3]=1[CH3:10].